The task is: Binary Classification. Given a T-cell receptor sequence (or CDR3 region) and an epitope sequence, predict whether binding occurs between them.. This data is from TCR-epitope binding with 47,182 pairs between 192 epitopes and 23,139 TCRs. (1) The epitope is LLALHRSYL. The TCR CDR3 sequence is CASSRGLAGSDTQYF. Result: 0 (the TCR does not bind to the epitope). (2) The epitope is KRWIILGLNK. The TCR CDR3 sequence is CASSRGEVPGTDTQYF. Result: 0 (the TCR does not bind to the epitope). (3) The epitope is GVAMPNLYK. The TCR CDR3 sequence is CATSDHSSYNEQFF. Result: 1 (the TCR binds to the epitope). (4) The epitope is GTHWFVTQR. The TCR CDR3 sequence is CAISEDGGETQYF. Result: 0 (the TCR does not bind to the epitope). (5) Result: 1 (the TCR binds to the epitope). The epitope is LLMPILTLT. The TCR CDR3 sequence is CSASEVFVQFF. (6) The epitope is FVDGVPFVV. The TCR CDR3 sequence is CASSQYREKLFF. Result: 1 (the TCR binds to the epitope).